From a dataset of Catalyst prediction with 721,799 reactions and 888 catalyst types from USPTO. Predict which catalyst facilitates the given reaction. Reactant: C([Li])CCC.[O:6]1[C:11]2[CH:12]=[CH:13][C:14]([C:16]3[N:17]=[C:18]([C:21]4[CH:26]=[CH:25][CH:24]=[CH:23][CH:22]=4)[S:19][CH:20]=3)=[CH:15][C:10]=2[CH2:9][CH2:8][CH2:7]1.[C:27]([O:31][CH2:32][CH3:33])(=[O:30])[CH:28]=[O:29].C1(C)C=CC=CC=1. Product: [O:6]1[C:11]2[CH:12]=[CH:13][C:14]([C:16]3[N:17]=[C:18]([C:21]4[CH:26]=[CH:25][CH:24]=[CH:23][CH:22]=4)[S:19][C:20]=3[CH:28]([OH:29])[C:27]([O:31][CH2:32][CH3:33])=[O:30])=[CH:15][C:10]=2[CH2:9][CH2:8][CH2:7]1. The catalyst class is: 30.